This data is from Full USPTO retrosynthesis dataset with 1.9M reactions from patents (1976-2016). The task is: Predict the reactants needed to synthesize the given product. (1) Given the product [I:33][C:30]1[NH:29][C:28]([C@@H:19]([NH:18][C:16](=[O:17])[O:15][CH2:8][C:9]2[CH:10]=[CH:11][CH:12]=[CH:13][CH:14]=2)[CH2:20][CH2:21][CH2:22][CH2:23][CH2:24][C:25]([NH:37][CH3:36])=[O:27])=[N:32][CH:31]=1, predict the reactants needed to synthesize it. The reactants are: FC(F)(F)C([O-])=O.[CH2:8]([O:15][C:16]([NH:18][C@H:19]([C:28]1[NH:29][C:30]([I:33])=[CH:31][NH+:32]=1)[CH2:20][CH2:21][CH2:22][CH2:23][CH2:24][C:25]([OH:27])=O)=[O:17])[C:9]1[CH:14]=[CH:13][CH:12]=[CH:11][CH:10]=1.CN.[CH3:36][N:37](C(ON1N=NC2C=CC=CC1=2)=[N+](C)C)C.F[P-](F)(F)(F)(F)F. (2) Given the product [CH2:1]([C:3]1[S:4][C:5]([CH:13]([CH2:17][CH3:18])[CH2:14][CH3:15])=[CH:6][C:7]=1[C:8]([O:10][CH2:11][CH3:12])=[O:9])[CH3:2], predict the reactants needed to synthesize it. The reactants are: [CH2:1]([C:3]1[S:4][C:5]([C:13]([CH2:17][CH3:18])(O)[CH2:14][CH3:15])=[CH:6][C:7]=1[C:8]([O:10][CH2:11][CH3:12])=[O:9])[CH3:2].C([SiH](CC)CC)C. (3) Given the product [NH2:38][C@@H:34]([CH2:33][C:30]1[CH:31]=[CH:32][C:27]([C:25]2[CH:24]=[C:23]([O:13][CH:8]([C:5]3[CH:6]=[CH:7][C:2]([Cl:1])=[CH:3][C:4]=3[N:14]3[CH:18]=[CH:17][C:16]([CH3:19])=[N:15]3)[C:9]([F:12])([F:11])[F:10])[N:22]=[C:21]([NH2:20])[N:26]=2)=[CH:28][CH:29]=1)[C:35]([OH:37])=[O:36], predict the reactants needed to synthesize it. The reactants are: [Cl:1][C:2]1[CH:7]=[CH:6][C:5]([CH:8]([OH:13])[C:9]([F:12])([F:11])[F:10])=[C:4]([N:14]2[CH:18]=[CH:17][C:16]([CH3:19])=[N:15]2)[CH:3]=1.[NH2:20][C:21]1[N:26]=[C:25]([C:27]2[CH:32]=[CH:31][C:30]([CH2:33][C@H:34]([NH:38]C(OC(C)(C)C)=O)[C:35]([OH:37])=[O:36])=[CH:29][CH:28]=2)[CH:24]=[C:23](Cl)[N:22]=1.O1CCOCC1.C([O-])([O-])=O.[Cs+].[Cs+].